Dataset: Reaction yield outcomes from USPTO patents with 853,638 reactions. Task: Predict the reaction yield, written as a fraction of the theoretical maximum amount of product (1.0 means a 100% yield; for example, 0.34 means a 34% yield). (1) The reactants are [C:1]([O:5][C:6]([N:8]1[CH2:17][CH2:16][C:15]2[C:10](=[CH:11][C:12]([CH2:18][C:19]#[N:20])=[CH:13][CH:14]=2)[CH2:9]1)=[O:7])([CH3:4])([CH3:3])[CH3:2].CC[O-].[Na+].[CH:25](=O)[C:26]1[CH:31]=[CH:30][CH:29]=[CH:28][CH:27]=1. The catalyst is C(O)C.O. The product is [C:1]([O:5][C:6]([N:8]1[CH2:17][CH2:16][C:15]2[C:10](=[CH:11][C:12](/[C:18](/[C:19]#[N:20])=[CH:25]/[C:26]3[CH:31]=[CH:30][CH:29]=[CH:28][CH:27]=3)=[CH:13][CH:14]=2)[CH2:9]1)=[O:7])([CH3:4])([CH3:3])[CH3:2]. The yield is 0.770. (2) The reactants are NN.[Br:3][C:4]1[CH:5]=[CH:6][C:7]([F:31])=[C:8]([C:10]2([CH3:30])[CH2:15][C:14]3([CH2:20][CH2:19][CH2:18][CH2:17][CH2:16]3)[S:13][C:12]([NH:21]C(=O)C3C=CC=CC=3)=[N:11]2)[CH:9]=1. The catalyst is C(Cl)Cl. The product is [Br:3][C:4]1[CH:5]=[CH:6][C:7]([F:31])=[C:8]([C:10]2([CH3:30])[CH2:15][C:14]3([CH2:20][CH2:19][CH2:18][CH2:17][CH2:16]3)[S:13][C:12]([NH2:21])=[N:11]2)[CH:9]=1. The yield is 0.976. (3) The reactants are [SH:1][CH:2]1[N:7]([CH2:8][C:9]2[CH:14]=[CH:13][C:12]([O:15][CH3:16])=[CH:11][CH:10]=2)[C:6](=[O:17])[CH:5]([SH:18])[N:4]([CH2:19][C:20]2[CH:25]=[CH:24][C:23]([O:26][CH3:27])=[CH:22][CH:21]=2)[C:3]1=[O:28].II. The catalyst is C(Cl)(Cl)Cl. The product is [CH3:16][O:15][C:12]1[CH:11]=[CH:10][C:9]([CH2:8][N:7]2[C:6](=[O:17])[CH:5]3[N:4]([CH2:19][C:20]4[CH:21]=[CH:22][C:23]([O:26][CH3:27])=[CH:24][CH:25]=4)[C:3](=[O:28])[CH:2]2[S:1][S:18]3)=[CH:14][CH:13]=1. The yield is -0.330. (4) The reactants are [F:1][C:2]([F:15])([C:9]1[CH:14]=[CH:13][CH:12]=[CH:11][CH:10]=1)[CH2:3][O:4][CH2:5][CH2:6][CH2:7][OH:8].C1(CCCCOCCC=O)C=CC=CC=1. No catalyst specified. The product is [F:1][C:2]([F:15])([C:9]1[CH:14]=[CH:13][CH:12]=[CH:11][CH:10]=1)[CH2:3][O:4][CH2:5][CH2:6][CH:7]=[O:8]. The yield is 0.600. (5) The reactants are [Cl:1][C:2]1[CH:26]=[CH:25][C:5]([CH2:6][N:7]2[C:12](SCC)=[N:11][C:10](=[O:16])[N:9]([CH2:17][C@H:18]([C:20]([O:22][CH3:23])=[O:21])[CH3:19])[C:8]2=[O:24])=[CH:4][CH:3]=1.[F:27][C:28]1[CH:29]=[C:30]([CH:32]=[CH:33][C:34]=1[O:35][CH:36]([CH3:38])[CH3:37])[NH2:31].C(O)(=O)C.C(=O)(O)[O-].[Na+]. The catalyst is C(O)(C)(C)C. The product is [Cl:1][C:2]1[CH:26]=[CH:25][C:5]([CH2:6][N:7]2[C@H:12]([NH:31][C:30]3[CH:32]=[CH:33][C:34]([O:35][CH:36]([CH3:37])[CH3:38])=[C:28]([F:27])[CH:29]=3)[NH:11][C:10](=[O:16])[N:9]([CH2:17][CH:18]([C:20]([O:22][CH3:23])=[O:21])[CH3:19])[C:8]2=[O:24])=[CH:4][CH:3]=1. The yield is 0.710. (6) The reactants are [C:1]([Cu])#[N:2].[CH2:4]([O:11][C:12]1[C:17]([C:18]([O:20][CH2:21][CH3:22])=[O:19])=[C:16]([CH3:23])[C:15](Br)=[CH:14][CH:13]=1)[C:5]1[CH:10]=[CH:9][CH:8]=[CH:7][CH:6]=1. The catalyst is CN(C=O)C. The product is [CH2:4]([O:11][C:12]1[C:17]([C:18]([O:20][CH2:21][CH3:22])=[O:19])=[C:16]([CH3:23])[C:15]([C:1]#[N:2])=[CH:14][CH:13]=1)[C:5]1[CH:10]=[CH:9][CH:8]=[CH:7][CH:6]=1. The yield is 0.800.